From a dataset of Full USPTO retrosynthesis dataset with 1.9M reactions from patents (1976-2016). Predict the reactants needed to synthesize the given product. (1) Given the product [Cl:22][C:18]1[CH:17]=[C:16]2[C:21]([C:13]([N:1]3[CH2:6][CH2:5][CH2:4][CH:3]([C:7]([OH:9])=[O:8])[CH2:2]3)([CH2:24][C:25]3[CH:30]=[CH:29][CH:28]=[C:27]([Cl:31])[CH:26]=3)[C:14](=[O:23])[NH:15]2)=[CH:20][CH:19]=1, predict the reactants needed to synthesize it. The reactants are: [NH:1]1[CH2:6][CH2:5][CH2:4][CH:3]([C:7]([OH:9])=[O:8])[CH2:2]1.[OH-].[Na+].Br[C:13]1([CH2:24][C:25]2[CH:30]=[CH:29][CH:28]=[C:27]([Cl:31])[CH:26]=2)[C:21]2[C:16](=[CH:17][C:18]([Cl:22])=[CH:19][CH:20]=2)[NH:15][C:14]1=[O:23].Cl. (2) Given the product [OH:3][CH2:4][C@@H:5]1[C@@H:6]([OH:7])[C@H:8]([OH:13])[C@H:9]([OH:12])[CH2:10][O:11]1, predict the reactants needed to synthesize it. The reactants are: CC1(C)[O:7][C@H:6]2[C@H:8]([OH:13])[C@H:9]([OH:12])[CH2:10][O:11][C@@H:5]2[CH2:4][O:3]1.Cl. (3) Given the product [C:1]([O:5][C:6]([C:8]1([C:13]([O:15][CH2:22][C:23]2[CH:28]=[CH:27][CH:26]=[CH:25][CH:24]=2)=[O:14])[CH2:12][CH2:11][CH2:10][CH2:9]1)=[O:7])([CH3:4])([CH3:2])[CH3:3], predict the reactants needed to synthesize it. The reactants are: [C:1]([O:5][C:6]([C:8]1([C:13]([OH:15])=[O:14])[CH2:12][CH2:11][CH2:10][CH2:9]1)=[O:7])([CH3:4])([CH3:3])[CH3:2].C([O-])([O-])=O.[Cs+].[Cs+].[CH2:22](Br)[C:23]1[CH:28]=[CH:27][CH:26]=[CH:25][CH:24]=1. (4) The reactants are: [O:1]=[C:2]1[CH2:11][CH2:10][CH2:9][C:8]2[CH:7]=[C:6](OS(C(F)(F)F)(=O)=O)[CH:5]=[CH:4][C:3]1=2.[Cl:20][C:21]1[CH:22]=[C:23](B(O)O)[CH:24]=[CH:25][C:26]=1[F:27]. Given the product [Cl:20][C:21]1[CH:22]=[C:23]([C:6]2[CH:7]=[C:8]3[C:3](=[CH:4][CH:5]=2)[C:2](=[O:1])[CH2:11][CH2:10][CH2:9]3)[CH:24]=[CH:25][C:26]=1[F:27], predict the reactants needed to synthesize it. (5) The reactants are: [CH3:1][NH:2][C:3]([C@H:5]([NH:10][C:11](=[O:17])[O:12][C:13]([CH3:16])([CH3:15])[CH3:14])[CH2:6][CH2:7][S:8][CH3:9])=[O:4].[CH3:18][I:19]. Given the product [I-:19].[CH3:15][C:13]([CH3:14])([O:12][C:11]([NH:10][C@@H:5]([C:3]([NH:2][CH3:1])=[O:4])[CH2:6][CH2:7][S+:8]([CH3:18])[CH3:9])=[O:17])[CH3:16], predict the reactants needed to synthesize it. (6) Given the product [CH3:1][O:2][C:3]([C:5]1[NH:6][C:7]2[C:12]([C:13]=1[I:16])=[CH:11][CH:10]=[CH:9][CH:8]=2)=[O:4], predict the reactants needed to synthesize it. The reactants are: [CH3:1][O:2][C:3]([C:5]1[NH:6][C:7]2[C:12]([CH:13]=1)=[CH:11][CH:10]=[CH:9][CH:8]=2)=[O:4].[OH-].[K+].[I:16]I. (7) Given the product [O:10]1[CH2:11][CH2:12][CH:7]([CH2:6][C:5]([OH:13])=[O:4])[CH2:8][CH2:9]1, predict the reactants needed to synthesize it. The reactants are: [OH-].[Na+].C[O:4][C:5](=[O:13])[CH2:6][CH:7]1[CH2:12][CH2:11][O:10][CH2:9][CH2:8]1. (8) Given the product [CH3:34][S:31]([C:28]1[CH:27]=[CH:26][C:25]([CH2:24][NH:23][C:21]([C:5]2[C:6](=[O:20])[N:7]([C:10]3[CH:15]=[CH:14][CH:13]=[C:12]([C:16]([F:19])([F:18])[F:17])[CH:11]=3)[C:8]([CH3:9])=[C:3]([C:1](=[NH:2])[NH:36][OH:37])[CH:4]=2)=[O:22])=[CH:30][CH:29]=1)(=[O:33])=[O:32], predict the reactants needed to synthesize it. The reactants are: [C:1]([C:3]1[CH:4]=[C:5]([C:21]([NH:23][CH2:24][C:25]2[CH:30]=[CH:29][C:28]([S:31]([CH3:34])(=[O:33])=[O:32])=[CH:27][CH:26]=2)=[O:22])[C:6](=[O:20])[N:7]([C:10]2[CH:15]=[CH:14][CH:13]=[C:12]([C:16]([F:19])([F:18])[F:17])[CH:11]=2)[C:8]=1[CH3:9])#[N:2].Cl.[NH2:36][OH:37].CC([O-])=O.[Na+].C(O)C. (9) Given the product [F:16][C:17]([F:21])([F:20])[CH2:18][NH:19][CH2:1][CH:3]1[CH2:8][CH2:7][N:6]([C:9]([O:11][C:12]([CH3:15])([CH3:14])[CH3:13])=[O:10])[CH2:5][CH2:4]1, predict the reactants needed to synthesize it. The reactants are: [CH:1]([CH:3]1[CH2:8][CH2:7][N:6]([C:9]([O:11][C:12]([CH3:15])([CH3:14])[CH3:13])=[O:10])[CH2:5][CH2:4]1)=O.[F:16][C:17]([F:21])([F:20])[CH2:18][NH2:19].C(O[BH-](OC(=O)C)OC(=O)C)(=O)C.[Na+].[OH-].[Na+].